The task is: Predict the reaction yield, written as a fraction of the theoretical maximum amount of product (1.0 means a 100% yield; for example, 0.34 means a 34% yield).. This data is from Reaction yield outcomes from USPTO patents with 853,638 reactions. (1) The reactants are I[C:2]1[C:10]2[C:5](=[N:6][CH:7]=[CH:8][CH:9]=2)[N:4]([Si:11]([CH:18]([CH3:20])[CH3:19])([CH:15]([CH3:17])[CH3:16])[CH:12]([CH3:14])[CH3:13])[CH:3]=1.C([Mg]Cl)(C)C.[C:26]([O:30][C:31](=[O:49])[N:32]([CH2:41][C:42]1[CH:47]=[CH:46][C:45]([Cl:48])=[CH:44][CH:43]=1)[C:33]1[S:34][C:35]([CH:39]=[O:40])=[C:36]([Cl:38])[N:37]=1)([CH3:29])([CH3:28])[CH3:27].O. The catalyst is O1CCCC1. The product is [C:26]([O:30][C:31](=[O:49])[N:32]([CH2:41][C:42]1[CH:47]=[CH:46][C:45]([Cl:48])=[CH:44][CH:43]=1)[C:33]1[S:34][C:35]([CH:39]([OH:40])[C:2]2[C:10]3[C:5](=[N:6][CH:7]=[CH:8][CH:9]=3)[N:4]([Si:11]([CH:18]([CH3:20])[CH3:19])([CH:15]([CH3:17])[CH3:16])[CH:12]([CH3:14])[CH3:13])[CH:3]=2)=[C:36]([Cl:38])[N:37]=1)([CH3:29])([CH3:27])[CH3:28]. The yield is 0.500. (2) The reactants are [CH2:1]([C:5]1[N:6]=[C:7]([CH3:27])[NH:8][C:9](=[O:26])[C:10]=1[CH2:11][C:12]1[CH:17]=[CH:16][C:15]([C:18]2[C:19]([C:24]#[N:25])=[CH:20][CH:21]=[CH:22][CH:23]=2)=[CH:14][CH:13]=1)[CH2:2][CH2:3][CH3:4].C(=O)([O-])[O-].[K+].[K+].Br[CH2:35][C:36]1[C:41]([F:42])=[CH:40][CH:39]=[CH:38][C:37]=1[F:43].CN(C)C=O. The catalyst is C(OCC)(=O)C. The product is [CH2:1]([C:5]1[N:6]=[C:7]([CH3:27])[N:8]([CH2:35][C:36]2[C:41]([F:42])=[CH:40][CH:39]=[CH:38][C:37]=2[F:43])[C:9](=[O:26])[C:10]=1[CH2:11][C:12]1[CH:17]=[CH:16][C:15]([C:18]2[C:19]([C:24]#[N:25])=[CH:20][CH:21]=[CH:22][CH:23]=2)=[CH:14][CH:13]=1)[CH2:2][CH2:3][CH3:4]. The yield is 0.550. (3) The reactants are [CH:1]([O:4][C:5]1[C:10]([O:11][CH3:12])=[CH:9][C:8](I)=[CH:7][C:6]=1[OH:14])([CH3:3])[CH3:2].[Si:15]([C:22]#[C:23][CH2:24][O:25][Si:26]([C:29]([CH3:32])([CH3:31])[CH3:30])([CH3:28])[CH3:27])([C:18]([CH3:21])([CH3:20])[CH3:19])([CH3:17])[CH3:16].[Cl-].[Li+].C(=O)([O-])[O-].[Na+].[Na+]. The catalyst is CN(C)C=O.C([O-])(=O)C.[Pd+2].C([O-])(=O)C. The product is [Si:15]([CH:22]1[C:23](=[CH:24][O:25][Si:26]([C:29]([CH3:32])([CH3:31])[CH3:30])([CH3:27])[CH3:28])[C:7]2[CH:8]=[CH:9][C:10]([O:11][CH3:12])=[C:5]([O:4][CH:1]([CH3:2])[CH3:3])[C:6]=2[O:14]1)([C:18]([CH3:21])([CH3:20])[CH3:19])([CH3:17])[CH3:16]. The yield is 0.960.